Dataset: Full USPTO retrosynthesis dataset with 1.9M reactions from patents (1976-2016). Task: Predict the reactants needed to synthesize the given product. (1) Given the product [F:22][C:18]1[N:17]=[C:16]([C:15]2[C:9]3[C:10](=[CH:11][N:12]=[C:7]([CH:5]4[CH2:4][CH2:3][CH2:2][O:1][CH2:6]4)[CH:8]=3)[N:13]([CH:23]3[CH2:28][CH2:27][CH2:26][CH2:25][O:24]3)[N:14]=2)[CH:21]=[CH:20][CH:19]=1, predict the reactants needed to synthesize it. The reactants are: [O:1]1[CH:6]=[C:5]([C:7]2[CH:8]=[C:9]3[C:15]([C:16]4[CH:21]=[CH:20][CH:19]=[C:18]([F:22])[N:17]=4)=[N:14][N:13]([CH:23]4[CH2:28][CH2:27][CH2:26][CH2:25][O:24]4)[C:10]3=[CH:11][N:12]=2)[CH2:4][CH2:3][CH2:2]1.C1CC=CCC=1. (2) Given the product [NH2:24][C:20]1[CH:19]=[C:18]([C:5]2[C:6]3[C:11](=[C:10]([C:12]4[CH:17]=[CH:16][CH:15]=[CH:14][CH:13]=4)[CH:9]=[CH:8][CH:7]=3)[C:2]([NH:32][CH2:25][C:26]3[CH:31]=[CH:30][CH:29]=[CH:28][CH:27]=3)=[N:3][N:4]=2)[CH:23]=[N:22][CH:21]=1, predict the reactants needed to synthesize it. The reactants are: Cl[C:2]1[C:11]2[C:6](=[CH:7][CH:8]=[CH:9][C:10]=2[C:12]2[CH:17]=[CH:16][CH:15]=[CH:14][CH:13]=2)[C:5]([C:18]2[CH:19]=[C:20]([NH2:24])[CH:21]=[N:22][CH:23]=2)=[N:4][N:3]=1.[CH2:25]([NH2:32])[C:26]1[CH:31]=[CH:30][CH:29]=[CH:28][CH:27]=1.C(NS(C1C=NC=C(C2C3C(=C(C4C=CC=CC=4)C=CC=3)C(NCC3C=CC=CN=3)=NN=2)C=1)(=O)=O)(C)(C)C. (3) Given the product [CH:9]([C@H:8]1[O:80][C@@H:79]([C:78]2[CH:81]=[CH:82][N:83]=[CH:84][C:77]=2[N+:74]([O-:76])=[O:75])[CH2:6][C:5]([O:4][Si:3]([CH2:12][CH3:13])([CH2:1][CH3:2])[CH2:14][CH3:15])=[CH:7]1)([CH3:10])[CH3:11], predict the reactants needed to synthesize it. The reactants are: [CH2:1]([Si:3]([CH2:14][CH3:15])([CH2:12][CH3:13])[O:4][C:5](/[CH:7]=[CH:8]/[CH:9]([CH3:11])[CH3:10])=[CH2:6])[CH3:2].CC(C)(C)/C(/O)=C/C(C(C(C(F)(F)F)(F)F)(F)F)=O.CC(C)(C)/C(/O)=C/C(C(C(C(F)(F)F)(F)F)(F)F)=O.CC(C)(C)/C(/O)=C/C(C(C(C(F)(F)F)(F)F)(F)F)=O.[Eu].[N+:74]([C:77]1[CH:84]=[N:83][CH:82]=[CH:81][C:78]=1[CH:79]=[O:80])([O-:76])=[O:75]. (4) Given the product [Cl:7][CH2:8][CH2:9][CH2:10][C:11]([CH3:16])([CH3:15])[C:12]([Cl:4])=[O:13], predict the reactants needed to synthesize it. The reactants are: C(Cl)(=O)C([Cl:4])=O.[Cl:7][CH2:8][CH2:9][CH2:10][C:11]([CH3:16])([CH3:15])[C:12](O)=[O:13]. (5) Given the product [C:1]([O:5][C:6]([N:8]([CH2:22][C:23]#[C:24][C:26]1[S:27][CH:28]=[CH:29][CH:30]=1)[CH2:9][CH2:10][N:11]([CH:19]([CH3:21])[CH3:20])[C:12](=[O:18])[C:13]([O:15][CH2:16][CH3:17])=[O:14])=[O:7])([CH3:2])([CH3:3])[CH3:4], predict the reactants needed to synthesize it. The reactants are: [C:1]([O:5][C:6]([N:8]([CH2:22][C:23]#[CH:24])[CH2:9][CH2:10][N:11]([CH:19]([CH3:21])[CH3:20])[C:12](=[O:18])[C:13]([O:15][CH2:16][CH3:17])=[O:14])=[O:7])([CH3:4])([CH3:3])[CH3:2].I[C:26]1[S:27][CH:28]=[CH:29][CH:30]=1.N1CCCCC1. (6) Given the product [Br:47][C:48]1[CH:49]=[CH:50][C:51]2[N:52]([C:54](=[O:57])[N:55]([CH2:12][CH2:11][C:2]3[CH:3]=[CH:4][C:5]4[C:10](=[CH:9][CH:8]=[CH:7][CH:6]=4)[N:1]=3)[N:56]=2)[CH:53]=1, predict the reactants needed to synthesize it. The reactants are: [N:1]1[C:10]2[C:5](=[CH:6][CH:7]=[CH:8][CH:9]=2)[CH:4]=[CH:3][C:2]=1[CH2:11][CH2:12]O.CC(OC(/N=N/C(OC(C)C)=O)=O)C.C1(P(C2C=CC=CC=2)C2C=CC=CC=2)C=CC=CC=1.[Br:47][C:48]1[CH:49]=[CH:50][C:51]2[N:52]([C:54](=[O:57])[NH:55][N:56]=2)[CH:53]=1.